From a dataset of Forward reaction prediction with 1.9M reactions from USPTO patents (1976-2016). Predict the product of the given reaction. (1) Given the reactants Cl[C:2]1[C:7]([CH:8]=[CH:9][C:10]([NH:12][CH2:13][C:14]2[CH:19]=[CH:18][C:17]([NH:20][S:21]([CH3:24])(=[O:23])=[O:22])=[C:16]([F:25])[CH:15]=2)=[O:11])=[CH:6][CH:5]=[C:4]([C:26]([F:29])([F:28])[F:27])[N:3]=1.[CH2:30]([NH:32][CH2:33][CH3:34])[CH3:31], predict the reaction product. The product is: [CH2:30]([N:32]([CH2:33][CH3:34])[C:2]1[C:7]([CH:8]=[CH:9][C:10]([NH:12][CH2:13][C:14]2[CH:19]=[CH:18][C:17]([NH:20][S:21]([CH3:24])(=[O:23])=[O:22])=[C:16]([F:25])[CH:15]=2)=[O:11])=[CH:6][CH:5]=[C:4]([C:26]([F:29])([F:28])[F:27])[N:3]=1)[CH3:31]. (2) Given the reactants [NH:1]1[CH2:6][CH2:5][CH2:4][CH:3]([O:7][C:8]2[CH:13]=[CH:12][C:11]([NH:14][C:15]([C:17]3[N:18]=[C:19]([C:26]4[CH:31]=[CH:30][CH:29]=[CH:28][CH:27]=4)[O:20][C:21]=3[C:22]([F:25])([F:24])[F:23])=[O:16])=[CH:10][CH:9]=2)[CH2:2]1.[CH3:32][C:33]1([CH3:41])[CH2:38][CH2:37][C:36](=[O:39])[O:35][C:34]1=[O:40].C(N(CC)CC)C, predict the reaction product. The product is: [CH3:32][C:33]([CH3:41])([CH2:38][CH2:37][C:36](=[O:39])[N:1]1[CH2:6][CH2:5][CH2:4][CH:3]([O:7][C:8]2[CH:13]=[CH:12][C:11]([NH:14][C:15]([C:17]3[N:18]=[C:19]([C:26]4[CH:31]=[CH:30][CH:29]=[CH:28][CH:27]=4)[O:20][C:21]=3[C:22]([F:25])([F:23])[F:24])=[O:16])=[CH:10][CH:9]=2)[CH2:2]1)[C:34]([OH:40])=[O:35]. (3) Given the reactants [Cl:1][C:2]1[CH:3]=[C:4]([CH:8]2[C:12]([C:15]3[CH:20]=[CH:19][C:18]([Cl:21])=[CH:17][CH:16]=3)([C:13]#[N:14])[CH:11]([CH2:22][C:23]([CH3:26])([CH3:25])[CH3:24])[NH:10][CH:9]2[C:27](O)=[O:28])[CH:5]=[CH:6][CH:7]=1.[N:30]1([C:36](=[O:44])[CH2:37][N:38]2[CH2:43][CH2:42][NH:41][CH2:40][CH2:39]2)[CH2:35][CH2:34][O:33][CH2:32][CH2:31]1.CN(C(ON1N=NC2C=CC=NC1=2)=[N+](C)C)C.F[P-](F)(F)(F)(F)F.CCN(C(C)C)C(C)C, predict the reaction product. The product is: [Cl:1][C:2]1[CH:3]=[C:4]([CH:8]2[CH:9]([C:27]([N:41]3[CH2:40][CH2:39][N:38]([CH2:37][C:36]([N:30]4[CH2:31][CH2:32][O:33][CH2:34][CH2:35]4)=[O:44])[CH2:43][CH2:42]3)=[O:28])[NH:10][CH:11]([CH2:22][C:23]([CH3:25])([CH3:26])[CH3:24])[C:12]2([C:15]2[CH:20]=[CH:19][C:18]([Cl:21])=[CH:17][CH:16]=2)[C:13]#[N:14])[CH:5]=[CH:6][CH:7]=1. (4) Given the reactants N(C(OCC)=O)=N[C:3](OCC)=O.[C:13]1(=[O:23])[NH:17][C:16](=[O:18])[C:15]2=[CH:19][CH:20]=[CH:21][CH:22]=[C:14]12.[K].[CH2:25]([O:32][C:33]1[CH:40]=[CH:39][C:36]([C:37]#[N:38])=[CH:35][C:34]=1CO)[C:26]1[CH:31]=[CH:30][CH:29]=[CH:28][CH:27]=1.C1(P(C2C=CC=CC=2)C2C=CC=CC=2)C=CC=CC=1, predict the reaction product. The product is: [CH2:25]([O:32][C:33]1[CH:34]=[CH:35][C:36]([C:37]#[N:38])=[C:39]([CH3:3])[C:40]=1[N:17]1[C:13](=[O:23])[C:14]2[C:15](=[CH:19][CH:20]=[CH:21][CH:22]=2)[C:16]1=[O:18])[C:26]1[CH:27]=[CH:28][CH:29]=[CH:30][CH:31]=1. (5) Given the reactants [OH:1][C:2]1[CH:11]=[C:10]2[C:5]([CH2:6][CH2:7][CH2:8][C:9]2=[O:12])=[CH:4][CH:3]=1.[C:13]1([CH2:19][CH2:20][CH2:21]O)[CH:18]=[CH:17][CH:16]=[CH:15][CH:14]=1, predict the reaction product. The product is: [C:13]1([CH2:19][CH2:20][CH2:21][O:1][C:2]2[CH:11]=[C:10]3[C:5]([CH2:6][CH2:7][CH2:8][C:9]3=[O:12])=[CH:4][CH:3]=2)[CH:18]=[CH:17][CH:16]=[CH:15][CH:14]=1. (6) Given the reactants [O:1]=[C:2]1[CH:11]=[CH:10][C:9]2[C:4](=[CH:5][C:6]([N:12]3[CH2:17][CH2:16][N:15]([C:18]([O:20][C:21]([CH3:24])([CH3:23])[CH3:22])=[O:19])[CH2:14][CH2:13]3)=[CH:7][CH:8]=2)[O:3]1.C([O-])(=O)C.[Na+].[Br:30]Br.O, predict the reaction product. The product is: [Br:30][C:11]1[C:2](=[O:1])[O:3][C:4]2[C:9]([CH:10]=1)=[CH:8][CH:7]=[C:6]([N:12]1[CH2:13][CH2:14][N:15]([C:18]([O:20][C:21]([CH3:24])([CH3:23])[CH3:22])=[O:19])[CH2:16][CH2:17]1)[CH:5]=2. (7) Given the reactants [CH3:1][N:2]([CH:16]1[CH2:21][CH2:20][N:19]([CH3:22])[CH2:18][CH2:17]1)[C:3]1[CH:8]=[CH:7][C:6]([N+:9]([O-])=O)=[CH:5][C:4]=1[C:12]([F:15])([F:14])[F:13], predict the reaction product. The product is: [CH3:1][N:2]([CH:16]1[CH2:21][CH2:20][N:19]([CH3:22])[CH2:18][CH2:17]1)[C:3]1[CH:8]=[CH:7][C:6]([NH2:9])=[CH:5][C:4]=1[C:12]([F:15])([F:13])[F:14].